Dataset: Peptide-MHC class II binding affinity with 134,281 pairs from IEDB. Task: Regression. Given a peptide amino acid sequence and an MHC pseudo amino acid sequence, predict their binding affinity value. This is MHC class II binding data. (1) The peptide sequence is AFKVAATAANAAPAF. The MHC is DRB1_1001 with pseudo-sequence DRB1_1001. The binding affinity (normalized) is 0.873. (2) The binding affinity (normalized) is 0.674. The MHC is HLA-DPA10201-DPB10101 with pseudo-sequence HLA-DPA10201-DPB10101. The peptide sequence is EKPYFAATQFEPLAA. (3) The peptide sequence is TQTMKGVERLAVMGD. The MHC is DRB1_1501 with pseudo-sequence DRB1_1501. The binding affinity (normalized) is 0.0325. (4) The peptide sequence is LRAEQASQEVKNWMTETL. The MHC is DRB1_1101 with pseudo-sequence DRB1_1101. The binding affinity (normalized) is 0.173. (5) The peptide sequence is LGGLWTAVSPHLSPL. The MHC is HLA-DPA10103-DPB10301 with pseudo-sequence HLA-DPA10103-DPB10301. The binding affinity (normalized) is 0.254. (6) The peptide sequence is AQGKAFYEAVAKAHQ. The MHC is HLA-DQA10102-DQB10502 with pseudo-sequence HLA-DQA10102-DQB10502. The binding affinity (normalized) is 0.333. (7) The peptide sequence is ATTEEQKLIEDVNAS. The MHC is DRB4_0101 with pseudo-sequence DRB4_0103. The binding affinity (normalized) is 0.221. (8) The peptide sequence is VAANRIQLLALIATN. The MHC is DRB1_1302 with pseudo-sequence DRB1_1302. The binding affinity (normalized) is 0.257.